Dataset: Peptide-MHC class II binding affinity with 134,281 pairs from IEDB. Task: Regression. Given a peptide amino acid sequence and an MHC pseudo amino acid sequence, predict their binding affinity value. This is MHC class II binding data. (1) The peptide sequence is EVIPTAFSIGKTYKP. The MHC is DRB1_0901 with pseudo-sequence DRB1_0901. The binding affinity (normalized) is 0.375. (2) The peptide sequence is AAGTAAQAAVVRFQE. The MHC is DRB1_0802 with pseudo-sequence DRB1_0802. The binding affinity (normalized) is 0.304. (3) The peptide sequence is AVAANELGMLEKTKE. The MHC is DRB5_0101 with pseudo-sequence DRB5_0101. The binding affinity (normalized) is 0. (4) The peptide sequence is VLSFELLNAPATVCG. The MHC is DRB1_0701 with pseudo-sequence DRB1_0701. The binding affinity (normalized) is 0.222. (5) The peptide sequence is LGHDGTVWAQSADFP. The MHC is DRB1_0802 with pseudo-sequence DRB1_0802. The binding affinity (normalized) is 0.0834. (6) The peptide sequence is KAFAEGLSGEPKGGA. The MHC is DRB1_1001 with pseudo-sequence DRB1_1001. The binding affinity (normalized) is 0.200. (7) The peptide sequence is LRNSDLCNICWKPLP. The MHC is DRB1_0101 with pseudo-sequence DRB1_0101. The binding affinity (normalized) is 0.0538.